Dataset: Experimentally validated miRNA-target interactions with 360,000+ pairs, plus equal number of negative samples. Task: Binary Classification. Given a miRNA mature sequence and a target amino acid sequence, predict their likelihood of interaction. (1) The miRNA is hsa-miR-125b-5p with sequence UCCCUGAGACCCUAACUUGUGA. The protein sequence of the target gene is MPHRKKKPFIEKKKAVSFHLVHRSQRDPLAADESAPQRVLLPTQKIDNEERRAEQRKYGVFFDDDYDYLQHLKEPSGPSELIPSSTFSAHNRREEKEETLVIPSTGIKLPSSVFASEFEEDVGLLNKAAPVSGPRLDFDPDIVAALDDDFDFDDPDNLLEDDFILQANKATGEEEGMDIQKSENEDDSEWEDVDDEKGDSNDDYDSAGLLSDEDCMSVPGKTHRAIADHLFWSEETKSRFTEYSMTSSVMRRNEQLTLHDERFEKFYEQYDDDEIGALDNAELEGSIQVDSNRLQEVLND.... Result: 1 (interaction). (2) The miRNA is mmu-miR-135a-2-3p with sequence UGUAGGGAUGGAAGCCAUGAA. The protein sequence of the target gene is MAAKSDGGGVGVGFAQLHNLDEAVGSGEEDGEPGGGGCGGGDGSEPGESSSLHICHCCNTSSCYWGCRSACLRSLLGKKPRRSAAAADGGDQPLQPPGAAGRHPPTPSAGRPQPASPQVERPWLDCLWIVLALLVFFGDVGTDLWLALDYYRKGDYGCFGLTLFFVLVPSLLVQSLSFRWFVQDYTGGGLGAVEGLSSRGPPMMGAGYGHGAARGGPGAGGSATPGAQRLCRLSVWIWQSVIHLLQMGQVWRYIRTMYLGIQSQRQKEHQRRFYWAMMYEYADVNMLRLLETFLESAPQL.... Result: 0 (no interaction). (3) The miRNA is mmu-miR-743a-3p with sequence GAAAGACACCAAGCUGAGUAGA. The protein sequence of the target gene is MKVKIKCWNGVATWLWVANDENCGICRMAFNGCCPDCKVPGDDCPLVWGQCSHCFHMHCILKWLNAQQVQQHCPMCRQEWKFKE. Result: 1 (interaction). (4) The miRNA is hsa-miR-6805-3p with sequence UUGCUCUGCUCCCCCGCCCCCAG. The protein sequence of the target gene is MSAELNVPIDPSAPACPEPGHKGMDYRDWVRRSYLELVTSNHHSVQALSWRKLYLSRAKLKASSRTSALLSGFAMVAMVEVQLETQYQYPRPLLIAFSACTTVLVAVHLFALLISTCILPNVEAVSNIHNLNSISESPHERMHPYIELAWGFSTVLGILLFLAEVVLLCWIKFLPVDARRQPGPPPGPGSHTGWQAALVSTIIMVPVGLIFVVFTIHFYRSLVRHKTERHNREIEELHKLKVQLDGHERSLQVL. Result: 1 (interaction). (5) The miRNA is hsa-miR-6870-3p with sequence GCUCAUCCCCAUCUCCUUUCAG. The protein sequence of the target gene is MVRNVDDLDFHLPSHAQDMLDGLQRLRSQPKLADVTLLVGGRELPCHRGLLALSSPYFHAMFAGDFAESFSARVELRDVEPAVVGQLVDFVYTGRLTITQGNVEALTRTAARLHFPSVQKVCGRYLQQQLDAANCLGICEFGEQQGLLGVAAKAWAFLRENFEAVAREDEFLQLPRERLVTCLAGDLLQVQPEQSRLEALMRWVRHDPQARAAHLPELLSLVHLDAVPRPCVQQLLASEPLIQESEACRAALSQGHDGAPLALQQKLEEVLVVVGGQALEEEEAGEEPTPGLGNFAFYNS.... Result: 0 (no interaction). (6) The miRNA is mmu-miR-202-5p with sequence UUCCUAUGCAUAUACUUCUUU. The protein sequence of the target gene is MAAEPVEDNCINFVAMKFIDNTLYFIAEDDENLESDYFGKLESKLSVIRNLNDQVLFIDQGNRPLFEDMTDSDCRDNAPRTIFIISMYKDSQPRGMAVTISVKCEKISTLSCENKIISFKEMNPPDNIKDTKSDIIFFQRSVPGHDNKMQFESSSYEGYFLACEKERDLFKLILKKEDELGDRSIMFTVQNED. Result: 0 (no interaction). (7) The miRNA is hsa-miR-1827 with sequence UGAGGCAGUAGAUUGAAU. The protein sequence of the target gene is MAGNLLSGAGRRLWDWVPLACRSFSLGVPRLIGIRLTLPPPKVVDRWNEKRAMFGVYDNIGILGNFEKHPKELIRGPIWLRGWKGNELQRCIRKRKMVGSRMFADDLHNLNKRIRYLYKHFNRHGKFR. Result: 1 (interaction).